Dataset: Catalyst prediction with 721,799 reactions and 888 catalyst types from USPTO. Task: Predict which catalyst facilitates the given reaction. Reactant: [Br:1][C:2]1[CH:7]=[CH:6][N:5]=[C:4]([NH2:8])[CH:3]=1.N1[CH:14]=[CH:13][CH:12]=[CH:11][CH:10]=1.[OH2:15]. Product: [Br:1][C:2]1[CH:7]=[CH:6][N:5]=[C:4]([NH:8][C:10](=[O:15])[CH2:11][CH:12]2[CH2:14][CH2:13]2)[CH:3]=1. The catalyst class is: 4.